This data is from Forward reaction prediction with 1.9M reactions from USPTO patents (1976-2016). The task is: Predict the product of the given reaction. (1) Given the reactants [NH2:1][CH2:2][C@@H:3]1[C:5]2([CH2:10][CH2:9][N:8]([C:11]([O:13][C:14]([CH3:17])([CH3:16])[CH3:15])=[O:12])[CH2:7][CH2:6]2)[CH2:4]1.Cl[C:19](OC1C=CC([N+]([O-])=O)=CC=1)=[O:20].CCN(C(C)C)C(C)C.Cl.Cl.[CH2:42]1[C:50]2[CH:49]=[CH:48][N:47]=[CH:46][C:45]=2[CH2:44][NH:43]1, predict the reaction product. The product is: [CH2:42]1[C:50]2[CH:49]=[CH:48][N:47]=[CH:46][C:45]=2[CH2:44][N:43]1[C:19]([NH:1][CH2:2][C@@H:3]1[C:5]2([CH2:6][CH2:7][N:8]([C:11]([O:13][C:14]([CH3:17])([CH3:16])[CH3:15])=[O:12])[CH2:9][CH2:10]2)[CH2:4]1)=[O:20]. (2) Given the reactants [CH2:1]([Li])CCC.[C:6]1([N:12]2[CH:16]=[CH:15][CH:14]=[CH:13]2)[CH:11]=[CH:10][CH:9]=[CH:8][CH:7]=1.CN(CCN(C)C)C.IC, predict the reaction product. The product is: [C:6]1([N:12]2[CH:16]=[CH:15][CH:14]=[C:13]2[CH3:1])[CH:11]=[CH:10][CH:9]=[CH:8][CH:7]=1. (3) Given the reactants Cl[C:2]1[C:11]2[C:6](=[CH:7][CH:8]=[C:9]([CH3:12])[CH:10]=2)[N:5]=[C:4]([N:13]2[CH2:19][C:18]3[CH:20]=[CH:21][CH:22]=[CH:23][C:17]=3[S:16](=[O:25])(=[O:24])[CH2:15][CH2:14]2)[CH:3]=1.[F:26][C:27]([F:35])([C:30]([F:34])([F:33])[CH2:31][NH2:32])[CH2:28][NH2:29], predict the reaction product. The product is: [O:24]=[S:16]1(=[O:25])[C:17]2[CH:23]=[CH:22][CH:21]=[CH:20][C:18]=2[CH2:19][N:13]([C:4]2[CH:3]=[C:2]([NH:32][CH2:31][C:30]([F:34])([F:33])[C:27]([F:35])([F:26])[CH2:28][NH2:29])[C:11]3[C:6](=[CH:7][CH:8]=[C:9]([CH3:12])[CH:10]=3)[N:5]=2)[CH2:14][CH2:15]1. (4) The product is: [Cl:39][C:34]1[C:33]([CH3:40])=[N:32][C:31]2[N:36]([N:37]=[C:29]3[CH2:28][N:27]([C:25]([C:20]4[CH:21]=[CH:22][CH:23]=[CH:24][C:19]=4[O:18][C:11]4([C:14]([F:16])([F:15])[F:17])[CH2:12][CH2:13][NH:9][CH2:10]4)=[O:26])[CH2:41][C:30]3=2)[C:35]=1[CH3:38]. Given the reactants Cl.C(OC([N:9]1[CH2:13][CH2:12][C:11]([O:18][C:19]2[CH:24]=[CH:23][CH:22]=[CH:21][C:20]=2[C:25]([N:27]2[CH2:41][C:30]3=[C:31]4[N:36]([N:37]=[C:29]3[CH2:28]2)[C:35]([CH3:38])=[C:34]([Cl:39])[C:33]([CH3:40])=[N:32]4)=[O:26])([C:14]([F:17])([F:16])[F:15])[CH2:10]1)=O)(C)(C)C, predict the reaction product. (5) Given the reactants [OH-].[Na+].C([O:5][C:6](=[O:23])[CH2:7][C:8]([NH:10][C:11]1[CH:15]=[C:14]([C:16]2[CH:21]=[CH:20][C:19]([F:22])=[CH:18][CH:17]=2)[O:13][N:12]=1)=[O:9])C.C1COCC1, predict the reaction product. The product is: [F:22][C:19]1[CH:20]=[CH:21][C:16]([C:14]2[O:13][N:12]=[C:11]([NH:10][C:8](=[O:9])[CH2:7][C:6]([OH:23])=[O:5])[CH:15]=2)=[CH:17][CH:18]=1. (6) Given the reactants CS[C:3]1[S:4]/[C:5](=[CH:9]\[C:10]2[CH:11]=[C:12]3[C:17](=[CH:18][CH:19]=2)[N:16]=[CH:15][CH:14]=[CH:13]3)/[C:6](=[O:8])[N:7]=1.[N:20]1[CH:25]=[CH:24][C:23]([CH2:26][CH2:27][NH2:28])=[CH:22][CH:21]=1.CCN(C(C)C)C(C)C, predict the reaction product. The product is: [N:20]1[CH:25]=[CH:24][C:23]([CH2:26][CH2:27][NH:28][C:3]2[S:4]/[C:5](=[CH:9]\[C:10]3[CH:11]=[C:12]4[C:17](=[CH:18][CH:19]=3)[N:16]=[CH:15][CH:14]=[CH:13]4)/[C:6](=[O:8])[N:7]=2)=[CH:22][CH:21]=1. (7) Given the reactants [Cl:1][C:2]1[CH:8]=[CH:7][C:5]([NH2:6])=[C:4]([N+:9]([O-:11])=[O:10])[CH:3]=1.[C:12](=[O:15])([O-])O.[Na+].[N:17]1[C:24](Cl)=[N:23][C:21](Cl)=[N:20][C:18]=1Cl.[CH3:26][O-:27].[Na+], predict the reaction product. The product is: [Cl:1][C:2]1[CH:8]=[CH:7][C:5]([NH:6][C:18]2[N:20]=[C:21]([O:27][CH3:26])[N:23]=[C:24]([O:15][CH3:12])[N:17]=2)=[C:4]([N+:9]([O-:11])=[O:10])[CH:3]=1.